From a dataset of NCI-60 drug combinations with 297,098 pairs across 59 cell lines. Regression. Given two drug SMILES strings and cell line genomic features, predict the synergy score measuring deviation from expected non-interaction effect. Drug 1: CCCCC(=O)OCC(=O)C1(CC(C2=C(C1)C(=C3C(=C2O)C(=O)C4=C(C3=O)C=CC=C4OC)O)OC5CC(C(C(O5)C)O)NC(=O)C(F)(F)F)O. Drug 2: CS(=O)(=O)OCCCCOS(=O)(=O)C. Cell line: HS 578T. Synergy scores: CSS=51.8, Synergy_ZIP=-5.36, Synergy_Bliss=-8.09, Synergy_Loewe=-31.8, Synergy_HSA=-6.47.